This data is from Catalyst prediction with 721,799 reactions and 888 catalyst types from USPTO. The task is: Predict which catalyst facilitates the given reaction. (1) Reactant: [F:1][C:2]([F:8])([F:7])[S:3]([O-:6])(=[O:5])=[O:4].[CH3:9][N+:10]12[CH2:17][CH2:16][N:13]([CH2:14][CH2:15]1)[C@H:12]([C:18]1[CH:23]=[CH:22][CH:21]=[CH:20][CH:19]=1)[C@H:11]2[C:24]1[CH:29]=[CH:28][CH:27]=[CH:26][CH:25]=1.[F:30][C:31]([F:37])([F:36])[S:32]([O-:35])(=[O:34])=[O:33].[Na+].N#N. Product: [F:1][C:2]([F:8])([F:7])[S:3]([O-:6])(=[O:5])=[O:4].[F:30][C:31]([F:37])([F:36])[S:32]([O-:35])(=[O:34])=[O:33].[F:30][N+:13]12[CH2:14][CH2:15][N+:10]([CH3:9])([CH2:17][CH2:16]1)[C@H:11]([C:24]1[CH:29]=[CH:28][CH:27]=[CH:26][CH:25]=1)[C@H:12]2[C:18]1[CH:23]=[CH:22][CH:21]=[CH:20][CH:19]=1. The catalyst class is: 10. (2) Reactant: [CH3:1][C:2]1[S:3][C:4]2[CH:10]=[C:9]([C:11](=[O:27])[CH2:12][CH2:13][CH:14]3[CH2:19][CH2:18][N:17]([CH2:20]C4C=CC=CC=4)[CH2:16][CH2:15]3)[CH:8]=[CH:7][C:5]=2[N:6]=1.ClC(O[CH:32]([Cl:34])[CH3:33])=O.[OH2:35]. The catalyst class is: 26. Product: [CH3:1][C:2]1[S:3][C:4]2[CH:10]=[C:9]([C:11](=[O:27])[CH2:12][CH2:13][CH:14]3[CH2:19][CH2:18][N:17]([C:20]([CH:32]([Cl:34])[CH3:33])=[O:35])[CH2:16][CH2:15]3)[CH:8]=[CH:7][C:5]=2[N:6]=1. (3) Reactant: [CH2:1]([Si:4]([Cl:7])(Cl)Cl)[CH:2]=[CH2:3].C(N(CC)CC)C.[CH3:15][C@H:16]([NH:25][CH3:26])[C@@H:17]([OH:24])[C:18]1[CH:23]=[CH:22][CH:21]=[CH:20][CH:19]=1. Product: [CH2:1]([Si:4]1([Cl:7])[N:25]([CH3:26])[C@@H:16]([CH3:15])[C@H:17]([C:18]2[CH:23]=[CH:22][CH:21]=[CH:20][CH:19]=2)[O:24]1)[CH:2]=[CH2:3]. The catalyst class is: 2. (4) Reactant: CO[C:3](=[O:17])[C:4]1[C:9]([C:10]([F:13])([F:12])[F:11])=[CH:8][C:7]([F:14])=[CH:6][C:5]=1[CH2:15]Br.[Cl:18][C:19]1[CH:26]=[CH:25][C:22]([CH2:23][NH2:24])=[CH:21][CH:20]=1.C([O-])([O-])=O.[K+].[K+].C(OCC)(=O)C. Product: [F:14][C:7]1[CH:6]=[C:5]2[C:4](=[C:9]([C:10]([F:11])([F:12])[F:13])[CH:8]=1)[C:3](=[O:17])[N:24]([CH2:23][C:22]1[CH:25]=[CH:26][C:19]([Cl:18])=[CH:20][CH:21]=1)[CH2:15]2. The catalyst class is: 345.